From a dataset of Catalyst prediction with 721,799 reactions and 888 catalyst types from USPTO. Predict which catalyst facilitates the given reaction. (1) Reactant: [CH2:1]([N:8]1[C:16]2[C:11](=[CH:12][C:13]([C:17]([O:26][Si:27]([CH2:32][CH3:33])([CH2:30][CH3:31])[CH2:28][CH3:29])([C:22]([F:25])([F:24])[F:23])[C:18]([F:21])([F:20])[F:19])=[CH:14][CH:15]=2)[CH:10]=[CH:9]1)[C:2]1[CH:7]=[CH:6][CH:5]=[CH:4][CH:3]=1.C1C(=O)N([I:41])C(=O)C1.[NH4+].[Cl-].CCOCC. Product: [CH2:1]([N:8]1[C:16]2[C:11](=[CH:12][C:13]([C:17]([O:26][Si:27]([CH2:30][CH3:31])([CH2:32][CH3:33])[CH2:28][CH3:29])([C:18]([F:19])([F:20])[F:21])[C:22]([F:23])([F:24])[F:25])=[CH:14][CH:15]=2)[C:10]([I:41])=[CH:9]1)[C:2]1[CH:7]=[CH:6][CH:5]=[CH:4][CH:3]=1. The catalyst class is: 3. (2) Reactant: [H-].[Na+].CS(C)=O.[NH2:7][C:8]1[CH:13]=[CH:12][C:11]([OH:14])=[CH:10][C:9]=1[N+:15]([O-:17])=[O:16].Cl[C:19]1[C:28]2[C:23](=[CH:24][C:25]([O:31][CH3:32])=[C:26]([O:29][CH3:30])[CH:27]=2)[N:22]=[CH:21][CH:20]=1. Product: [CH3:30][O:29][C:26]1[CH:27]=[C:28]2[C:23](=[CH:24][C:25]=1[O:31][CH3:32])[N:22]=[CH:21][CH:20]=[C:19]2[O:14][C:11]1[CH:12]=[CH:13][C:8]([NH2:7])=[C:9]([N+:15]([O-:17])=[O:16])[CH:10]=1. The catalyst class is: 6.